From a dataset of Peptide-MHC class I binding affinity with 185,985 pairs from IEDB/IMGT. Regression. Given a peptide amino acid sequence and an MHC pseudo amino acid sequence, predict their binding affinity value. This is MHC class I binding data. (1) The peptide sequence is EQGDIALAL. The MHC is HLA-A02:01 with pseudo-sequence HLA-A02:01. The binding affinity (normalized) is 0.0823. (2) The peptide sequence is KPQQGASGV. The MHC is HLA-A24:02 with pseudo-sequence HLA-A24:02. The binding affinity (normalized) is 0. (3) The MHC is HLA-B18:01 with pseudo-sequence HLA-B18:01. The binding affinity (normalized) is 1.00. The peptide sequence is VEIGLGMPF.